Dataset: Retrosynthesis with 50K atom-mapped reactions and 10 reaction types from USPTO. Task: Predict the reactants needed to synthesize the given product. (1) Given the product Cc1ccc(C(=O)NC2CC2)cc1-c1ccc2c(=O)n(CC3CC3)cc(CN3CCCN(CCO)CC3)c2c1, predict the reactants needed to synthesize it. The reactants are: Cc1ccc(C(=O)NC2CC2)cc1-c1ccc2c(=O)n(CC3CC3)cc(C=O)c2c1.OCCN1CCCNCC1. (2) Given the product CCOC(=O)c1c(CN(CC)CC)nc2sc3c(c2c1-c1ccc(OC)c(OC)c1)CCN(C(=O)Nc1ccccc1)C3, predict the reactants needed to synthesize it. The reactants are: CCOC(=O)c1c(CN(CC)CC)nc2sc3c(c2c1-c1ccc(OC)c(OC)c1)CCNC3.O=C=Nc1ccccc1. (3) Given the product CCc1cc2cc(OC)ccc2n1Cc1ccccc1, predict the reactants needed to synthesize it. The reactants are: BrCc1ccccc1.CCc1cc2cc(OC)ccc2[nH]1. (4) Given the product CC(C)(C)OC(=O)N1CCOC(CO)C1, predict the reactants needed to synthesize it. The reactants are: CC(C)(C)OC(=O)OC(=O)OC(C)(C)C.OCC1CNCCO1. (5) Given the product NS(=O)(=O)c1ccc(-c2nc(C(=O)O)cs2)cc1, predict the reactants needed to synthesize it. The reactants are: CCOC(=O)c1csc(-c2ccc(S(N)(=O)=O)cc2)n1.